From a dataset of HIV replication inhibition screening data with 41,000+ compounds from the AIDS Antiviral Screen. Binary Classification. Given a drug SMILES string, predict its activity (active/inactive) in a high-throughput screening assay against a specified biological target. (1) The molecule is CCC(=O)NC(Nc1cccc(F)c1)(C(F)(F)F)C(F)(F)F. The result is 0 (inactive). (2) The drug is N=C(CSCCSCC(=N)NO)NO. The result is 0 (inactive). (3) The molecule is O=C(c1ccccc1[N+](=O)[O-])C(Br)C(Br)c1ccc(Cl)c(Cl)c1. The result is 0 (inactive). (4) The drug is COc1cc(C=C2C(=O)N(c3ccccc3Cl)C(c3ccccc3)S2(=O)=O)cc(OC)c1OC. The result is 0 (inactive). (5) The molecule is O=C(CSc1nnc(CSc2ccc(Cl)cc2)n1-c1ccccc1)NC(=O)Nc1ccccc1. The result is 0 (inactive). (6) The molecule is CC(C)Oc1cc2c(c3oc(=O)cc(CCl)c13)C(=O)C(C)C(C)O2. The result is 0 (inactive). (7) The drug is CCN(CC)CC(=O)Nc1ccc(C)c(Cl)c1. The result is 0 (inactive).